From a dataset of Reaction yield outcomes from USPTO patents with 853,638 reactions. Predict the reaction yield, written as a fraction of the theoretical maximum amount of product (1.0 means a 100% yield; for example, 0.34 means a 34% yield). (1) The reactants are Br[C:2]1[CH:3]=[C:4]([CH2:8][NH:9][C:10](=[O:16])[O:11][C:12]([CH3:15])([CH3:14])[CH3:13])[CH:5]=[N:6][CH:7]=1.[CH3:17][N:18](C=O)C. The catalyst is CCOCC.[C-]#N.[C-]#N.[Zn+2].C1C=CC([P]([Pd]([P](C2C=CC=CC=2)(C2C=CC=CC=2)C2C=CC=CC=2)([P](C2C=CC=CC=2)(C2C=CC=CC=2)C2C=CC=CC=2)[P](C2C=CC=CC=2)(C2C=CC=CC=2)C2C=CC=CC=2)(C2C=CC=CC=2)C2C=CC=CC=2)=CC=1. The product is [C:17]([C:2]1[CH:3]=[C:4]([CH2:8][NH:9][C:10](=[O:16])[O:11][C:12]([CH3:15])([CH3:14])[CH3:13])[CH:5]=[N:6][CH:7]=1)#[N:18]. The yield is 0.860. (2) The reactants are [CH2:1]([O:3][C:4](=[O:15])[C:5]([CH:7](O)[C:8]1[CH:9]=[N:10][CH:11]=[CH:12][CH:13]=1)=[CH2:6])[CH3:2].[Cl:16][C:17]1[C:22]([NH2:23])=[C:21](I)[CH:20]=[CH:19][CH:18]=1.C(N(CC)CC)C. The catalyst is C(#N)C.C([O-])(=O)C.[Pd+2].C([O-])(=O)C. The product is [CH2:1]([O:3][C:4]([C:5]1[CH2:6][C:21]2[C:22](=[C:17]([Cl:16])[CH:18]=[CH:19][CH:20]=2)[NH:23][C:7]=1[C:8]1[CH:9]=[N:10][CH:11]=[CH:12][CH:13]=1)=[O:15])[CH3:2]. The yield is 0.870. (3) The reactants are Br[C:2]1[CH:3]=[CH:4][C:5]2[C:11]3[S:12][C:13]([C:15]([N:17]([C:19]4[CH:24]=[C:23]([C:25]([N:27]5[CH2:30][C:29]([F:32])([F:31])[CH2:28]5)=[O:26])[CH:22]=[CH:21][C:20]=4[Cl:33])[CH3:18])=[O:16])=[CH:14][C:10]=3[CH2:9][CH2:8][O:7][C:6]=2[CH:34]=1.CC1(C)C2C(=C(P(C3C=CC=CC=3)C3C=CC=CC=3)C=CC=2)[O:56][C:38]2C(P(C3C=CC=CC=3)C3C=CC=CC=3)=CC=CC1=2.[CH3:77][S:78]([CH2:81][CH2:82][NH2:83])(=[O:80])=[O:79].Cl.C([O-])([O-])=O.[Na+].[Na+]. The catalyst is C1(C)C=CC=CC=1.CN(C=O)C.CC([O-])=O.CC([O-])=O.[Pd+2]. The product is [Cl:33][C:20]1[CH:21]=[CH:22][C:23]([C:25]([N:27]2[CH2:28][C:29]([F:31])([F:32])[CH2:30]2)=[O:26])=[CH:24][C:19]=1[N:17]([CH3:18])[C:15]([C:13]1[S:12][C:11]2[C:5]3[CH:4]=[CH:3][C:2]([C:38]([NH:83][CH2:82][CH2:81][S:78]([CH3:77])(=[O:80])=[O:79])=[O:56])=[CH:34][C:6]=3[O:7][CH2:8][CH2:9][C:10]=2[CH:14]=1)=[O:16]. The yield is 0.270. (4) The reactants are [Cl-].O[NH3+:3].[C:4](=[O:7])([O-])[OH:5].[Na+].CS(C)=O.[CH2:13]([C:17]1[N:22]2[N:23]=[C:24]([CH3:26])[N:25]=[C:21]2[N:20]([CH:27]2[CH2:32][CH2:31][O:30][CH2:29][CH2:28]2)[C:19](=[O:33])[C:18]=1[CH2:34][C:35]1[CH:40]=[CH:39][C:38]([C:41]2[C:42]([C:47]#[N:48])=[CH:43][CH:44]=[CH:45][CH:46]=2)=[CH:37][CH:36]=1)[CH2:14][CH2:15][CH3:16]. The catalyst is C(OCC)(=O)C. The product is [CH2:13]([C:17]1[N:22]2[N:23]=[C:24]([CH3:26])[N:25]=[C:21]2[N:20]([CH:27]2[CH2:28][CH2:29][O:30][CH2:31][CH2:32]2)[C:19](=[O:33])[C:18]=1[CH2:34][C:35]1[CH:36]=[CH:37][C:38]([C:41]2[CH:46]=[CH:45][CH:44]=[CH:43][C:42]=2[C:47]2[NH:3][C:4](=[O:7])[O:5][N:48]=2)=[CH:39][CH:40]=1)[CH2:14][CH2:15][CH3:16]. The yield is 0.520. (5) The reactants are C(NC(C)C)(C)C.[Li]CCCC.[CH2:13]([CH:31]([C:50]([CH:52]([CH2:71][CH2:72][CH2:73][CH2:74][CH2:75][CH2:76][CH2:77][CH2:78]/[CH:79]=[CH:80]\[CH2:81]/[CH:82]=[CH:83]\[CH2:84][CH2:85][CH2:86][CH2:87][CH3:88])[CH2:53][CH2:54][CH2:55][CH2:56][CH2:57][CH2:58][CH2:59][CH2:60]/[CH:61]=[CH:62]\[CH2:63]/[CH:64]=[CH:65]\[CH2:66][CH2:67][CH2:68][CH2:69]C)=[O:51])CCCCCCCC/C=C\C/C=C\CCCCC)[CH2:14][CH2:15][CH2:16][CH2:17][CH2:18][CH2:19][CH2:20]/[CH:21]=[CH:22]\[CH2:23]/[CH:24]=[CH:25]\[CH2:26][CH2:27][CH2:28][CH2:29]C.[Li].C1C[O:93]CC1. No catalyst specified. The product is [CH2:53]([CH:52]([CH:71]([OH:93])[CH2:72][CH2:73][CH2:74][CH2:75][CH2:76][CH2:77][CH2:78]/[CH:79]=[CH:80]\[CH2:81]/[CH:82]=[CH:83]\[CH2:84][CH2:85][CH2:86][CH2:87][CH3:88])[C:50](=[O:51])[CH2:31][CH2:13][CH2:14][CH2:15][CH2:16][CH2:17][CH2:18][CH2:19]/[CH:20]=[CH:21]\[CH2:22]/[CH:23]=[CH:24]\[CH2:25][CH2:26][CH2:27][CH2:28][CH3:29])[CH2:54][CH2:55][CH2:56][CH2:57][CH2:58][CH2:59]/[CH:60]=[CH:61]\[CH2:62]/[CH:63]=[CH:64]\[CH2:65][CH2:66][CH2:67][CH2:68][CH3:69]. The yield is 0.620. (6) The reactants are Cl[C:2]1[N:3]=[N:4][C:5]([C:8]([F:11])([F:10])[F:9])=[CH:6][CH:7]=1.[CH3:12][O:13][C:14]1[CH:19]=[C:18](B2OC(C)(C)C(C)(C)O2)[CH:17]=[CH:16][N:15]=1. No catalyst specified. The product is [CH3:12][O:13][C:14]1[CH:19]=[C:18]([C:2]2[N:3]=[N:4][C:5]([C:8]([F:11])([F:10])[F:9])=[CH:6][CH:7]=2)[CH:17]=[CH:16][N:15]=1. The yield is 0.600. (7) The reactants are [C:1]([C:3]1[CH:8]=[CH:7][C:6]([N:9]([CH2:14][C:15]([F:18])([F:17])[F:16])[CH2:10][C:11](O)=[O:12])=[CH:5][C:4]=1[C:19]([F:22])([F:21])[F:20])#[N:2].CCN=C=NCCCN(C)C.Cl.[C:35](=[N:43]O)([NH2:42])[C:36]1[CH:41]=[CH:40][CH:39]=[CH:38][CH:37]=1. The catalyst is ClCCCl. The product is [C:36]1([C:35]2[N:43]=[C:11]([CH2:10][N:9]([CH2:14][C:15]([F:18])([F:16])[F:17])[C:6]3[CH:7]=[CH:8][C:3]([C:1]#[N:2])=[C:4]([C:19]([F:22])([F:21])[F:20])[CH:5]=3)[O:12][N:42]=2)[CH:41]=[CH:40][CH:39]=[CH:38][CH:37]=1. The yield is 0.680.